Regression. Given a peptide amino acid sequence and an MHC pseudo amino acid sequence, predict their binding affinity value. This is MHC class I binding data. From a dataset of Peptide-MHC class I binding affinity with 185,985 pairs from IEDB/IMGT. The peptide sequence is WFVPPSLRTL. The MHC is H-2-Kd with pseudo-sequence H-2-Kd. The binding affinity (normalized) is 0.297.